This data is from Full USPTO retrosynthesis dataset with 1.9M reactions from patents (1976-2016). The task is: Predict the reactants needed to synthesize the given product. (1) The reactants are: Br[CH2:2][C:3]1[C:8]([CH3:9])=[CH:7][CH:6]=[CH:5][C:4]=1[N:10]1[C:14](=[O:15])[N:13]([CH3:16])[N:12]=[N:11]1.[CH3:17][C:18]1[CH:23]=[C:22]([C:24]2[CH:28]=[C:27]([C:29]([F:32])([F:31])[F:30])[N:26]([CH3:33])[N:25]=2)[CH:21]=[CH:20][C:19]=1[OH:34].C(=O)([O-])[O-].[K+].[K+]. Given the product [CH3:9][C:8]1[C:3]([CH2:2][O:34][C:19]2[CH:20]=[CH:21][C:22]([C:24]3[CH:28]=[C:27]([C:29]([F:32])([F:31])[F:30])[N:26]([CH3:33])[N:25]=3)=[CH:23][C:18]=2[CH3:17])=[C:4]([N:10]2[C:14](=[O:15])[N:13]([CH3:16])[N:12]=[N:11]2)[CH:5]=[CH:6][CH:7]=1, predict the reactants needed to synthesize it. (2) The reactants are: [F:1][C:2]([F:26])([F:25])[C:3]1[CH:8]=[CH:7][N:6]=[C:5]([C:9]2[CH:10]=[N:11][N:12]3[CH2:17][CH2:16][N:15](C(OC(C)(C)C)=O)[CH2:14][C:13]=23)[CH:4]=1. Given the product [F:26][C:2]([F:1])([F:25])[C:3]1[CH:8]=[CH:7][N:6]=[C:5]([C:9]2[CH:10]=[N:11][N:12]3[CH2:17][CH2:16][NH:15][CH2:14][C:13]=23)[CH:4]=1, predict the reactants needed to synthesize it. (3) The reactants are: [O:1]=[C:2]([CH2:10][CH2:11][CH3:12])[C:3]([O:5][CH2:6][CH2:7][CH2:8][CH3:9])=[O:4].[Br:13]Br. Given the product [Br:13][CH:10]([CH2:11][CH3:12])[C:2](=[O:1])[C:3]([O:5][CH2:6][CH2:7][CH2:8][CH3:9])=[O:4], predict the reactants needed to synthesize it. (4) Given the product [F:1][C:2]1[CH:7]=[CH:6][C:5]([N:8]2[C:12]([CH3:13])=[CH:11][C:10]([C:14]([Cl:31])=[O:15])=[C:9]2[CH3:17])=[C:4]([C:18]([F:21])([F:20])[F:19])[CH:3]=1, predict the reactants needed to synthesize it. The reactants are: [F:1][C:2]1[CH:7]=[CH:6][C:5]([N:8]2[C:12]([CH3:13])=[CH:11][C:10]([C:14](O)=[O:15])=[C:9]2[CH3:17])=[C:4]([C:18]([F:21])([F:20])[F:19])[CH:3]=1.C1(C)C=CC=CC=1.S(Cl)([Cl:31])=O.